This data is from Forward reaction prediction with 1.9M reactions from USPTO patents (1976-2016). The task is: Predict the product of the given reaction. (1) Given the reactants C([O:3][C:4]([C:6]1[CH:38]=[CH:37][CH:36]=[CH:35][C:7]=1[O:8][C:9]1[C:23]([O:24][C:25]2[CH:30]=[CH:29][C:28]([S:31]([CH3:34])(=[O:33])=[O:32])=[CH:27][CH:26]=2)=[CH:22][C:12]2[NH:13][C:14]([C:16]3[CH:21]=[CH:20][CH:19]=[CH:18][N:17]=3)=[N:15][C:11]=2[CH:10]=1)=O)C.[CH3:39][N:40](C)[C:41](=O)C1C=CC=CC=1O, predict the reaction product. The product is: [CH3:39][N:40]([CH3:41])[C:4]([C:6]1[CH:38]=[CH:37][CH:36]=[CH:35][C:7]=1[O:8][C:9]1[C:23]([O:24][C:25]2[CH:30]=[CH:29][C:28]([S:31]([CH3:34])(=[O:33])=[O:32])=[CH:27][CH:26]=2)=[CH:22][C:12]2[NH:13][C:14]([C:16]3[CH:21]=[CH:20][CH:19]=[CH:18][N:17]=3)=[N:15][C:11]=2[CH:10]=1)=[O:3]. (2) The product is: [CH3:24][O:23][CH2:22][C:19]1[N:18]=[C:17]([C:12]2[CH:13]=[CH:14][CH:15]=[CH:16][C:11]=2[CH2:10][OH:9])[O:21][N:20]=1. Given the reactants C([O:9][CH2:10][C:11]1[CH:16]=[CH:15][CH:14]=[CH:13][C:12]=1[C:17]1[O:21][N:20]=[C:19]([CH2:22][O:23][CH3:24])[N:18]=1)(=O)C1C=CC=CC=1.[OH-].[Na+], predict the reaction product. (3) Given the reactants C12OC1CCC=CCC2.[CH:10]1([O:18][CH2:19][C:20]([OH:22])=[O:21])[CH2:17][CH2:16][CH2:15][CH:14]=[CH:13][CH2:12][CH2:11]1.[CH:23]1([O:31][CH2:32][CH2:33][OH:34])[CH2:30][CH2:29][CH2:28][CH:27]=[CH:26][CH2:25][CH2:24]1.[H-].[Al+3].[Li+].[H-].[H-].[H-], predict the reaction product. The product is: [CH:10]1([O:18][CH2:19][C:20]([OH:22])=[O:21])[CH2:11][CH2:12][CH2:13][CH:14]=[CH:15][CH2:16][CH2:17]1.[CH:23]1([O:31][CH2:32][CH2:33][OH:34])[CH2:24][CH2:25][CH2:26][CH:27]=[CH:28][CH2:29][CH2:30]1.